Task: Predict the reaction yield, written as a fraction of the theoretical maximum amount of product (1.0 means a 100% yield; for example, 0.34 means a 34% yield).. Dataset: Reaction yield outcomes from USPTO patents with 853,638 reactions (1) The reactants are [F:1][C:2]1[N:7]=[C:6]([C:8]2[CH:9]=[N:10][CH:11]=[CH:12][CH:13]=2)[CH:5]=[CH:4][C:3]=1B(O)O.Cl[C:18]1[N:23]=[C:22]([CH3:24])[N:21]=[C:20]([N:25]([CH2:35][C:36]2[CH:41]=[CH:40][C:39]([O:42][CH3:43])=[CH:38][CH:37]=2)[CH2:26][C:27]2[CH:32]=[CH:31][C:30]([O:33][CH3:34])=[CH:29][CH:28]=2)[N:19]=1.CC(N)CC1C=CC=CC=1.OP(O)(O)=O.C([O-])(=O)C.[K+]. The catalyst is O1CCOCC1.O. The product is [F:1][C:2]1[N:7]=[C:6]([C:8]2[CH:9]=[N:10][CH:11]=[CH:12][CH:13]=2)[CH:5]=[CH:4][C:3]=1[C:18]1[N:23]=[C:22]([CH3:24])[N:21]=[C:20]([N:25]([CH2:26][C:27]2[CH:28]=[CH:29][C:30]([O:33][CH3:34])=[CH:31][CH:32]=2)[CH2:35][C:36]2[CH:37]=[CH:38][C:39]([O:42][CH3:43])=[CH:40][CH:41]=2)[N:19]=1. The yield is 0.516. (2) The reactants are [Br:1][C:2]1[CH:3]=[N:4][C:5]2[N:6]([N:8]=[C:9]([C:11]([OH:13])=O)[CH:10]=2)[CH:7]=1.[CH3:14][CH:15]1[NH:20][CH2:19][C:18]2[CH:21]=[CH:22][S:23][C:17]=2[CH2:16]1. No catalyst specified. The product is [Br:1][C:2]1[CH:3]=[N:4][C:5]2[N:6]([N:8]=[C:9]([C:11]([N:20]3[CH:15]([CH3:14])[CH2:16][C:17]4[S:23][CH:22]=[CH:21][C:18]=4[CH2:19]3)=[O:13])[CH:10]=2)[CH:7]=1. The yield is 0.620. (3) The reactants are C([O:3][C:4](=[O:39])[CH2:5][CH2:6][C:7]1[CH:12]=[CH:11][C:10]([O:13][C:14]2[CH:19]=[C:18]([O:20][C:21]3[CH:26]=[CH:25][C:24]([C:27]([F:30])([F:29])[F:28])=[CH:23][C:22]=3[C:31]3[CH:32]=[N:33][CH:34]=[CH:35][CH:36]=3)[CH:17]=[C:16]([CH3:37])[CH:15]=2)=[CH:9][C:8]=1[CH3:38])C.[OH-].[Na+].Cl. The catalyst is C(O)C.O. The product is [CH3:38][C:8]1[CH:9]=[C:10]([O:13][C:14]2[CH:19]=[C:18]([O:20][C:21]3[CH:26]=[CH:25][C:24]([C:27]([F:29])([F:30])[F:28])=[CH:23][C:22]=3[C:31]3[CH:32]=[N:33][CH:34]=[CH:35][CH:36]=3)[CH:17]=[C:16]([CH3:37])[CH:15]=2)[CH:11]=[CH:12][C:7]=1[CH2:6][CH2:5][C:4]([OH:39])=[O:3]. The yield is 1.00. (4) The reactants are [CH3:1][O:2][C:3]([C:5]1[C:18]2[C:17](=[O:19])[C:16]3[C:11](=[CH:12][CH:13]=[C:14]([CH3:20])[CH:15]=3)[O:10][C:9]=2[CH:8]=[CH:7][CH:6]=1)=[O:4].[Br:21]N1C(=O)CCC1=O. The catalyst is C(Cl)(Cl)(Cl)Cl.C(OOC(=O)C1C=CC=CC=1)(=O)C1C=CC=CC=1. The product is [CH3:1][O:2][C:3]([C:5]1[C:18]2[C:17](=[O:19])[C:16]3[C:11](=[CH:12][CH:13]=[C:14]([CH2:20][Br:21])[CH:15]=3)[O:10][C:9]=2[CH:8]=[CH:7][CH:6]=1)=[O:4]. The yield is 0.450. (5) The reactants are COC1C=CC(C[N:8](CC2C=CC(OC)=CC=2)[C:9]2[N:14]=[CH:13][C:12]([C:15]3[C:16]4[CH2:29][CH2:28][NH:27][C:17]=4[N:18]=[C:19]([N:21]4[CH2:26][CH2:25][O:24][CH2:23][CH2:22]4)[N:20]=3)=[CH:11][N:10]=2)=CC=1.N1C=CC=CC=1.[C:47](Cl)(Cl)=[S:48].[CH2:51]([N:53]1[CH2:58][CH2:57][N:56]([C:59]([C:61]2[CH:66]=[CH:65][C:64]([CH3:67])=[C:63]([NH2:68])[CH:62]=2)=[O:60])[CH2:55][CH2:54]1)[CH3:52]. The catalyst is ClCCl. The product is [CH2:51]([N:53]1[CH2:54][CH2:55][N:56]([C:59]([C:61]2[CH:66]=[CH:65][C:64]([CH3:67])=[C:63]([NH:68][C:47]([N:27]3[C:17]4[N:18]=[C:19]([N:21]5[CH2:22][CH2:23][O:24][CH2:25][CH2:26]5)[N:20]=[C:15]([C:12]5[CH:13]=[N:14][C:9]([NH2:8])=[N:10][CH:11]=5)[C:16]=4[CH2:29][CH2:28]3)=[S:48])[CH:62]=2)=[O:60])[CH2:57][CH2:58]1)[CH3:52]. The yield is 0.390. (6) No catalyst specified. The product is [N:1]1[C:10]2[C:5](=[CH:6][CH:7]=[CH:8][CH:9]=2)[CH:4]=[CH:3][C:2]=1/[CH:11]=[CH:12]/[CH:13]=[CH:16]/[C:15]([O:18][CH3:19])=[O:17]. The reactants are [N:1]1[C:10]2[C:5](=[CH:6][CH:7]=[CH:8][CH:9]=2)[CH:4]=[CH:3][C:2]=1/[CH:11]=[CH:12]/[CH:13]=O.[C:15]([O-:18])(=[O:17])[CH3:16].[CH:19]1C=CC=CC=1. The yield is 0.560. (7) The reactants are [CH3:1][O:2][C:3]1[CH:22]=[CH:21][C:6]([CH2:7][O:8][C:9]2[CH:17]=[CH:16][CH:15]=[C:11]([C:12]([OH:14])=O)[C:10]=2[C:18]([OH:20])=O)=[CH:5][CH:4]=1.Cl.[NH2:24][CH:25]1[CH2:31][CH2:30][C:29](=[O:32])[NH:28][C:26]1=[O:27]. The catalyst is N1C=CC=CC=1. The product is [O:27]=[C:26]1[CH:25]([N:24]2[C:18](=[O:20])[C:10]3[C:11](=[CH:15][CH:16]=[CH:17][C:9]=3[O:8][CH2:7][C:6]3[CH:5]=[CH:4][C:3]([O:2][CH3:1])=[CH:22][CH:21]=3)[C:12]2=[O:14])[CH2:31][CH2:30][C:29](=[O:32])[NH:28]1. The yield is 0.400. (8) The reactants are C([O:8][C:9]1[C:10]([F:22])=[C:11]([CH2:18][C:19](=[O:21])[CH3:20])[C:12]([N+:15]([O-:17])=[O:16])=[CH:13][CH:14]=1)C1C=CC=CC=1.Br. The catalyst is C(OC(=O)C)(=O)C.C(O)(=O)C. The product is [F:22][C:10]1[C:9]([OH:8])=[CH:14][CH:13]=[C:12]([N+:15]([O-:17])=[O:16])[C:11]=1[CH2:18][C:19](=[O:21])[CH3:20]. The yield is 0.800. (9) The reactants are [NH:1]1[CH2:6][CH2:5][O:4][CH2:3][CH2:2]1.[CH2:7]=[C:8]1[O:12][C:10](=[O:11])[CH2:9]1. The catalyst is O1CCCC1. The product is [N:1]1([C:10](=[O:11])[CH2:9][C:8](=[O:12])[CH3:7])[CH2:6][CH2:5][O:4][CH2:3][CH2:2]1. The yield is 0.810. (10) The reactants are [NH:1]1[CH2:9][CH2:8][CH2:7][CH:3]([C:4]([NH2:6])=[O:5])[CH2:2]1.[C:10](O[C:10]([O:12][C:13]([CH3:16])([CH3:15])[CH3:14])=[O:11])([O:12][C:13]([CH3:16])([CH3:15])[CH3:14])=[O:11]. The catalyst is C1COCC1. The product is [C:13]([O:12][C:10]([N:1]1[CH2:9][CH2:8][CH2:7][C@@H:3]([C:4]([NH2:6])=[O:5])[CH2:2]1)=[O:11])([CH3:16])([CH3:15])[CH3:14]. The yield is 0.210.